Predict the product of the given reaction. From a dataset of Forward reaction prediction with 1.9M reactions from USPTO patents (1976-2016). (1) Given the reactants CN(C=O)C.[NH2:6][C:7]1([C:10]([O:12][C:13]([CH3:16])([CH3:15])[CH3:14])=[O:11])[CH2:9][CH2:8]1.[C:17]1(=O)[O:22][C:20](=[O:21])[C:19]2=[CH:23][CH:24]=[CH:25][CH:26]=[C:18]12.C(N(C(C)C)CC)(C)C, predict the reaction product. The product is: [O:21]=[C:20]1[C:19]2[C:18](=[CH:26][CH:25]=[CH:24][CH:23]=2)[C:17](=[O:22])[N:6]1[C:7]1([C:10]([O:12][C:13]([CH3:16])([CH3:15])[CH3:14])=[O:11])[CH2:9][CH2:8]1. (2) Given the reactants Br[C:2]1[C:3]([O:17][CH3:18])=[C:4]([C:13]([O:15][CH3:16])=[O:14])[C:5]2[N:6]=[CH:7][C:8](=[O:12])[NH:9][C:10]=2[CH:11]=1.C([Sn](CCCC)(CCCC)[C:24]1[S:25][CH:26]=[CH:27][CH:28]=1)CCC, predict the reaction product. The product is: [CH3:18][O:17][C:3]1[C:2]([C:24]2[S:25][CH:26]=[CH:27][CH:28]=2)=[CH:11][C:10]2[NH:9][C:8](=[O:12])[CH:7]=[N:6][C:5]=2[C:4]=1[C:13]([O:15][CH3:16])=[O:14]. (3) Given the reactants [O:1]1[C:5]2[CH:6]=[CH:7][CH:8]=[CH:9][C:4]=2[C:3](=[N:10][OH:11])[C:2]1=[N:12][OH:13].[H-].[Na+].S(OC)(O[CH3:20])(=O)=O.O, predict the reaction product. The product is: [CH3:20][O:11][N:10]=[C:3]1[C:4]2[CH:9]=[CH:8][CH:7]=[CH:6][C:5]=2[O:1][C:2]1=[N:12][OH:13]. (4) Given the reactants C([O:8][C:9]1[N:14]=[C:13]([C:15]([C:17]2[S:18][C:19]([CH3:22])=[CH:20][N:21]=2)=O)[CH:12]=[CH:11][CH:10]=1)C1C=CC=CC=1.[C:23]([OH:26])(=[O:25])[CH3:24].O.[CH2:28](O)[CH3:29], predict the reaction product. The product is: [OH:8][C:9]1[N:14]=[C:13]([CH:15]([C:17]2[S:18][C:19]([CH3:22])=[CH:20][N:21]=2)[CH2:24][C:23]([O:26][CH2:28][CH3:29])=[O:25])[CH:12]=[CH:11][CH:10]=1. (5) Given the reactants [C:1]12([CH2:11][O:12][C:13]([NH:15][C@@H:16]([CH2:24][NH:25]C(OC(C)(C)C)=O)[C:17]([O:19][C:20]([CH3:23])([CH3:22])[CH3:21])=[O:18])=[O:14])[CH2:10][CH:5]3[CH2:6][CH:7]([CH2:9][CH:3]([CH2:4]3)[CH2:2]1)[CH2:8]2, predict the reaction product. The product is: [NH2:25][CH2:24][C@H:16]([NH:15][C:13]([O:12][CH2:11][C:1]12[CH2:8][CH:7]3[CH2:6][CH:5]([CH2:4][CH:3]([CH2:9]3)[CH2:2]1)[CH2:10]2)=[O:14])[C:17]([O:19][C:20]([CH3:23])([CH3:22])[CH3:21])=[O:18]. (6) Given the reactants [Cl:1][C:2]1[CH:7]=[CH:6][N:5]2[N:8]=[C:9]([C:13]3[CH:18]=[CH:17][C:16]([O:19][CH3:20])=[CH:15][CH:14]=3)[C:10]([CH:11]=[O:12])=[C:4]2[CH:3]=1.[C:21]([Mg]Br)#[CH:22].C(=O)(O)[O-].[Na+], predict the reaction product. The product is: [Cl:1][C:2]1[CH:7]=[CH:6][N:5]2[N:8]=[C:9]([C:13]3[CH:18]=[CH:17][C:16]([O:19][CH3:20])=[CH:15][CH:14]=3)[C:10]([CH:11]([OH:12])[C:21]#[CH:22])=[C:4]2[CH:3]=1. (7) Given the reactants [Br:1][C:2]1[CH:3]=[N:4][C:5]2[N:6]([N:8]=[C:9]([C:11]([OH:13])=O)[CH:10]=2)[CH:7]=1.[Br:14][C:15]1[CH:24]=[CH:23][CH:22]=[C:21]2[C:16]=1[CH2:17][CH2:18][NH:19][CH2:20]2, predict the reaction product. The product is: [Br:14][C:15]1[CH:24]=[CH:23][CH:22]=[C:21]2[C:16]=1[CH2:17][CH2:18][N:19]([C:11]([C:9]1[CH:10]=[C:5]3[N:4]=[CH:3][C:2]([Br:1])=[CH:7][N:6]3[N:8]=1)=[O:13])[CH2:20]2.